The task is: Predict the product of the given reaction.. This data is from Forward reaction prediction with 1.9M reactions from USPTO patents (1976-2016). (1) The product is: [Cl:47][C:48]1[CH:53]=[CH:52][CH:51]=[CH:50][C:49]=1[O:54][CH2:3][C:4]1[N:8]2[CH2:9][CH2:10][O:11][C:12]3[CH:17]=[CH:16][C:15]([C:18]#[C:19][C:20]([OH:23])([CH3:22])[CH3:21])=[CH:14][C:13]=3[C:7]2=[N:6][C:5]=1[C:24]([NH2:26])=[O:25]. Given the reactants C([CH2:3][C:4]1[N:8]2[CH2:9][CH2:10][O:11][C:12]3[CH:17]=[CH:16][C:15]([C:18]#[C:19][C:20]([OH:23])([CH3:22])[CH3:21])=[CH:14][C:13]=3[C:7]2=[N:6][C:5]=1[C:24]([NH2:26])=[O:25])#N.BrC1C=CC2OCCN3C(CCl)=C(C([O-])=O)N=C3C=2C=1.[Cl:47][C:48]1[CH:53]=[CH:52][CH:51]=[CH:50][C:49]=1[OH:54], predict the reaction product. (2) The product is: [F:1][C:2]([F:11])([F:12])[C:3]1[CH:10]=[CH:9][C:6]([CH2:7][NH:8][C:17](=[O:23])[O:18][C:19]2[C:38]3[NH:37][C:36](=[O:39])[CH2:35][O:34][C:33]=3[CH:32]=[CH:31][CH:30]=2)=[CH:5][CH:4]=1. Given the reactants [F:1][C:2]([F:12])([F:11])[C:3]1[CH:10]=[CH:9][C:6]([CH2:7][NH2:8])=[CH:5][CH:4]=1.ClC(Cl)(O[C:17](=[O:23])[O:18][C:19](Cl)(Cl)Cl)Cl.[N-]=C=O.OC1[C:38]2[NH:37][C:36](=[O:39])[CH2:35][O:34][C:33]=2[CH:32]=[CH:31][CH:30]=1, predict the reaction product. (3) The product is: [CH3:13][O:12][C:7]1[C:8]([NH2:9])=[C:3]([O:2][CH3:1])[N:4]=[C:5]([N:14]([CH3:21])[CH:15]2[CH2:19][CH2:18][N:17]([CH3:20])[CH2:16]2)[N:6]=1. Given the reactants [CH3:1][O:2][C:3]1[C:8]([N+:9]([O-])=O)=[C:7]([O:12][CH3:13])[N:6]=[C:5]([N:14]([CH3:21])[CH:15]2[CH2:19][CH2:18][N:17]([CH3:20])[CH2:16]2)[N:4]=1, predict the reaction product. (4) Given the reactants [CH3:1][C:2]1[N:3]([CH:13]([CH2:17][CH:18]=[CH2:19])[C:14]([OH:16])=O)[C:4]([CH:11]=[CH2:12])=[C:5]([C:7]([F:10])([F:9])[F:8])[N:6]=1.CN(C=O)C.[Cl:25][C:26]1[CH:31]=[CH:30][C:29]([N:32]2[C:36]([CH:37]([CH3:39])[CH3:38])=[C:35]([NH2:40])[CH:34]=[N:33]2)=[CH:28][CH:27]=1.CN(C(ON1N=NC2C=CC=NC1=2)=[N+](C)C)C.F[P-](F)(F)(F)(F)F, predict the reaction product. The product is: [Cl:25][C:26]1[CH:27]=[CH:28][C:29]([N:32]2[C:36]([CH:37]([CH3:38])[CH3:39])=[C:35]([NH:40][C:14](=[O:16])[CH:13]([N:3]3[C:4]([CH:11]=[CH2:12])=[C:5]([C:7]([F:8])([F:9])[F:10])[N:6]=[C:2]3[CH3:1])[CH2:17][CH:18]=[CH2:19])[CH:34]=[N:33]2)=[CH:30][CH:31]=1. (5) Given the reactants [F:1][C:2]1[CH:7]=[CH:6][C:5]([F:8])=[CH:4][C:3]=1[C:9]1[CH2:10][CH2:11][CH2:12][N:13]=1.[BH4-].[Na+], predict the reaction product. The product is: [F:1][C:2]1[CH:7]=[CH:6][C:5]([F:8])=[CH:4][C:3]=1[CH:9]1[CH2:10][CH2:11][CH2:12][NH:13]1. (6) Given the reactants [C:1]([C:3]1[CH:4]=[N:5][N:6]2[CH:11]=[C:10]([C:12]3[CH:13]=[N:14][N:15]([CH3:17])[CH:16]=3)[CH:9]=[C:8]([O:18][CH3:19])[C:7]=12)#[CH:2].I[C:21]1[CH:22]=[N:23][N:24]([C:27]2[CH:32]=[CH:31][CH:30]=[CH:29][CH:28]=2)[C:25]=1[CH3:26].C(N(CC)CC)C.[Al], predict the reaction product. The product is: [CH3:19][O:18][C:8]1[C:7]2[N:6]([N:5]=[CH:4][C:3]=2[C:1]#[C:2][C:21]2[CH:22]=[N:23][N:24]([C:27]3[CH:28]=[CH:29][CH:30]=[CH:31][CH:32]=3)[C:25]=2[CH3:26])[CH:11]=[C:10]([C:12]2[CH:13]=[N:14][N:15]([CH3:17])[CH:16]=2)[CH:9]=1. (7) Given the reactants Cl[C:2]1[CH:3]=[C:4]([S:9]([NH:12][C:13]2[CH:14]=[N:15][CH:16]=[C:17]([Cl:20])[C:18]=2[OH:19])(=[O:11])=[O:10])[CH:5]=[C:6]([Cl:8])[CH:7]=1.Cl[C:22]1C=C(S(Cl)(=O)=O)C=CC=1C.ClC1C=C(S(Cl)(=O)=O)C=C(Cl)C=1, predict the reaction product. The product is: [Cl:8][C:6]1[CH:5]=[C:4]([S:9]([NH:12][C:13]2[CH:14]=[N:15][CH:16]=[C:17]([Cl:20])[C:18]=2[OH:19])(=[O:11])=[O:10])[CH:3]=[CH:2][C:7]=1[CH3:22].